This data is from Forward reaction prediction with 1.9M reactions from USPTO patents (1976-2016). The task is: Predict the product of the given reaction. (1) Given the reactants [ClH:1].O1CCOCC1.OC(C(F)(F)F)=O.[C:15]1([S:21]([N:24]2[CH2:29][CH2:28][N:27](C(OC(C)(C)C)=O)[CH2:26][CH:25]2[CH2:37][O:38][C:39]2[CH:40]=[N:41][CH:42]=[CH:43][CH:44]=2)(=[O:23])=[O:22])[CH:20]=[CH:19][CH:18]=[CH:17][CH:16]=1, predict the reaction product. The product is: [ClH:1].[ClH:1].[C:15]1([S:21]([N:24]2[CH2:29][CH2:28][NH:27][CH2:26][CH:25]2[CH2:37][O:38][C:39]2[CH:40]=[N:41][CH:42]=[CH:43][CH:44]=2)(=[O:22])=[O:23])[CH:20]=[CH:19][CH:18]=[CH:17][CH:16]=1. (2) Given the reactants [C:1]([O:5][C:6]([N:8]1[CH2:13][CH2:12][NH:11][CH2:10][CH2:9]1)=[O:7])([CH3:4])([CH3:3])[CH3:2].FC(F)(F)C([N:18]1[C:26]2[C:21](=[CH:22][C:23]([S:27](Cl)(=[O:29])=[O:28])=[CH:24][CH:25]=2)[CH2:20][CH2:19]1)=O.[OH-].[Na+], predict the reaction product. The product is: [NH:18]1[C:26]2[C:21](=[CH:22][C:23]([S:27]([N:11]3[CH2:12][CH2:13][N:8]([C:6]([O:5][C:1]([CH3:4])([CH3:2])[CH3:3])=[O:7])[CH2:9][CH2:10]3)(=[O:29])=[O:28])=[CH:24][CH:25]=2)[CH2:20][CH2:19]1. (3) Given the reactants [OH:1][CH2:2][C:3]1[CH:4]=[C:5]2[C:9](=[CH:10][CH:11]=1)[CH2:8][N:7]([C:12]([O:14][C:15]([CH3:18])([CH3:17])[CH3:16])=[O:13])[CH2:6]2.CCN(C(C)C)C(C)C.[S:28](Cl)([CH3:31])(=[O:30])=[O:29], predict the reaction product. The product is: [CH3:31][S:28]([O:1][CH2:2][C:3]1[CH:4]=[C:5]2[C:9](=[CH:10][CH:11]=1)[CH2:8][N:7]([C:12]([O:14][C:15]([CH3:18])([CH3:17])[CH3:16])=[O:13])[CH2:6]2)(=[O:30])=[O:29]. (4) Given the reactants [CH2:1]([C:3]([C:24]1[CH:37]=[CH:36][C:27]([O:28][CH2:29][CH:30]2[O:34][C:33](=[O:35])[CH2:32][CH2:31]2)=[C:26]([CH3:38])[CH:25]=1)([C:6]1[CH:11]=[CH:10][C:9]([C:12]#[C:13][CH:14]([OH:22])[C:15]2([CH3:21])[CH2:20][CH2:19][CH2:18][CH2:17][CH2:16]2)=[C:8]([CH3:23])[CH:7]=1)[CH2:4][CH3:5])[CH3:2].[OH-:39].[K+], predict the reaction product. The product is: [CH2:1]([C:3]([C:24]1[CH:37]=[CH:36][C:27]([O:28][CH2:29][C@H:30]([OH:34])[CH2:31][CH2:32][C:33]([OH:39])=[O:35])=[C:26]([CH3:38])[CH:25]=1)([C:6]1[CH:11]=[CH:10][C:9]([C:12]#[C:13][CH:14]([OH:22])[C:15]2([CH3:21])[CH2:20][CH2:19][CH2:18][CH2:17][CH2:16]2)=[C:8]([CH3:23])[CH:7]=1)[CH2:4][CH3:5])[CH3:2]. (5) Given the reactants [C:1]1([C:7]2[C:11]3[CH2:12][NH:13][CH2:14][CH2:15][C:10]=3[NH:9][N:8]=2)[CH:6]=[CH:5][CH:4]=[CH:3][CH:2]=1.[NH2:16][C:17]1[CH:22]=[CH:21][CH:20]=[CH:19][CH:18]=1.C1N=CN([C:28](N2C=NC=C2)=[O:29])C=1.O, predict the reaction product. The product is: [C:17]1([NH:16][C:28]([N:13]2[CH2:14][CH2:15][C:10]3[NH:9][N:8]=[C:7]([C:1]4[CH:2]=[CH:3][CH:4]=[CH:5][CH:6]=4)[C:11]=3[CH2:12]2)=[O:29])[CH:22]=[CH:21][CH:20]=[CH:19][CH:18]=1. (6) Given the reactants [Cl:1][C:2]1[CH:7]=[CH:6][C:5]([C:8](=[O:18])[NH:9][CH2:10][C:11]2[CH:16]=[CH:15][CH:14]=[C:13]([Cl:17])[CH:12]=2)=[CH:4][C:3]=1[NH:19][C:20]([C:22]1[C:35](=[O:36])[NH:34][C:25]2[N:26]=[C:27](S(C)(=O)=O)[N:28]=[CH:29][C:24]=2[CH:23]=1)=[O:21].[N:37]1([CH2:43][CH2:44][CH2:45][NH2:46])[CH2:42][CH2:41][O:40][CH2:39][CH2:38]1.CN(C=O)C, predict the reaction product. The product is: [Cl:1][C:2]1[CH:7]=[CH:6][C:5]([C:8](=[O:18])[NH:9][CH2:10][C:11]2[CH:16]=[CH:15][CH:14]=[C:13]([Cl:17])[CH:12]=2)=[CH:4][C:3]=1[NH:19][C:20]([C:22]1[C:35](=[O:36])[NH:34][C:25]2[N:26]=[C:27]([NH:46][CH2:45][CH2:44][CH2:43][N:37]3[CH2:42][CH2:41][O:40][CH2:39][CH2:38]3)[N:28]=[CH:29][C:24]=2[CH:23]=1)=[O:21]. (7) Given the reactants [NH2:1][C:2]1[C:7]([F:8])=[C:6](Cl)[N:5]=[C:4]([C:10]([O:12][CH3:13])=[O:11])[CH:3]=1.[F:14][C:15]1[CH:16]=[C:17](B2OC(C)(C)C(C)(C)O2)[CH:18]=[CH:19][C:20]=1[C:21]([F:24])([F:23])[F:22].[F-].[K+].CC#N, predict the reaction product. The product is: [NH2:1][C:2]1[C:7]([F:8])=[C:6]([C:17]2[CH:18]=[CH:19][C:20]([C:21]([F:23])([F:24])[F:22])=[C:15]([F:14])[CH:16]=2)[N:5]=[C:4]([C:10]([O:12][CH3:13])=[O:11])[CH:3]=1. (8) Given the reactants CO[C:3](=[O:22])[C:4]1[CH:9]=[CH:8][C:7]([O:10][CH2:11][CH2:12][C:13]2[CH:14]=[C:15]([CH3:19])[CH:16]=[CH:17][CH:18]=2)=[C:6]([O:20][CH3:21])[CH:5]=1.C[O:24][C:25]([C:27]1([NH2:36])[CH2:35][C:34]2[C:29](=[CH:30][CH:31]=[CH:32][CH:33]=2)[CH2:28]1)=[O:26], predict the reaction product. The product is: [CH3:21][O:20][C:6]1[CH:5]=[C:4]([CH:9]=[CH:8][C:7]=1[O:10][CH2:11][CH2:12][C:13]1[CH:14]=[C:15]([CH3:19])[CH:16]=[CH:17][CH:18]=1)[C:3]([NH:36][C:27]1([C:25]([OH:26])=[O:24])[CH2:28][C:29]2[C:34](=[CH:33][CH:32]=[CH:31][CH:30]=2)[CH2:35]1)=[O:22]. (9) Given the reactants Br[C:2]1[CH:23]=[CH:22][C:5]([C:6]([NH:8][S:9]([C:12]2[CH:17]=[CH:16][CH:15]=[CH:14][C:13]=2[S:18](=[O:21])(=[O:20])[NH2:19])(=[O:11])=[O:10])=[O:7])=[CH:4][C:3]=1[CH2:24][OH:25].[C:26]([C:28]1[CH:33]=[CH:32][C:31]([C:34]([F:37])([F:36])[F:35])=[CH:30][CH:29]=1)#[CH:27], predict the reaction product. The product is: [OH:25][CH2:24][C:3]1[CH:4]=[C:5]([CH:22]=[CH:23][C:2]=1[C:27]#[C:26][C:28]1[CH:33]=[CH:32][C:31]([C:34]([F:35])([F:36])[F:37])=[CH:30][CH:29]=1)[C:6]([NH:8][S:9]([C:12]1[CH:17]=[CH:16][CH:15]=[CH:14][C:13]=1[S:18](=[O:21])(=[O:20])[NH2:19])(=[O:11])=[O:10])=[O:7]. (10) Given the reactants [NH:1]1[CH2:6][CH2:5][NH:4][CH2:3][C:2]1=[O:7].[C:8]1([CH:14]([C:19]2[CH:24]=[CH:23][CH:22]=[CH:21][CH:20]=2)[CH2:15][C:16](O)=[O:17])[CH:13]=[CH:12][CH:11]=[CH:10][CH:9]=1.C(Cl)CCl, predict the reaction product. The product is: [C:19]1([CH:14]([C:8]2[CH:9]=[CH:10][CH:11]=[CH:12][CH:13]=2)[CH2:15][C:16]([N:4]2[CH2:5][CH2:6][NH:1][C:2](=[O:7])[CH2:3]2)=[O:17])[CH:20]=[CH:21][CH:22]=[CH:23][CH:24]=1.